This data is from Full USPTO retrosynthesis dataset with 1.9M reactions from patents (1976-2016). The task is: Predict the reactants needed to synthesize the given product. Given the product [CH:17]1([C:2]2[CH:7]=[C:6]([CH3:8])[C:5]([NH:9][C:10](=[O:15])[C:11]([F:14])([F:13])[F:12])=[C:4]([CH3:16])[CH:3]=2)[CH2:19][CH2:18]1, predict the reactants needed to synthesize it. The reactants are: Br[C:2]1[CH:7]=[C:6]([CH3:8])[C:5]([NH:9][C:10](=[O:15])[C:11]([F:14])([F:13])[F:12])=[C:4]([CH3:16])[CH:3]=1.[CH:17]1(B2OC(C)(C)C(C)(C)O2)[CH2:19][CH2:18]1.C([O-])([O-])=O.[Na+].[Na+].